This data is from Forward reaction prediction with 1.9M reactions from USPTO patents (1976-2016). The task is: Predict the product of the given reaction. (1) Given the reactants [F:1][C:2]1[CH:3]=[C:4]([NH2:11])[CH:5]=[N:6][C:7]=1[N:8]([CH3:10])[CH3:9].[F:12][C:13]([F:35])([F:34])[C:14]1[CH:15]=[C:16]2[CH:22]=[C:21]([C:23](O)=[O:24])[N:20]([CH2:26][C:27]3[CH:32]=[CH:31][CH:30]=[C:29]([F:33])[CH:28]=3)[C:17]2=[N:18][CH:19]=1, predict the reaction product. The product is: [F:1][C:2]1[CH:3]=[C:4]([NH:11][C:23]([C:21]2[N:20]([CH2:26][C:27]3[CH:32]=[CH:31][CH:30]=[C:29]([F:33])[CH:28]=3)[C:17]3=[N:18][CH:19]=[C:14]([C:13]([F:12])([F:35])[F:34])[CH:15]=[C:16]3[CH:22]=2)=[O:24])[CH:5]=[N:6][C:7]=1[N:8]([CH3:9])[CH3:10]. (2) Given the reactants [Cl:1][C:2]1[CH:7]=[CH:6][C:5]([O:8][CH2:9][C@@H:10]([CH3:13])[CH2:11]Cl)=[CH:4][CH:3]=1.[CH3:14][CH:15]([CH3:31])[C:16]([NH:18][C:19]1[CH:24]=[CH:23][CH:22]=[C:21]([CH:25]2[CH2:30][CH2:29][NH:28][CH2:27][CH2:26]2)[CH:20]=1)=[O:17], predict the reaction product. The product is: [Cl:1][C:2]1[CH:7]=[CH:6][C:5]([O:8][CH2:9][C@@H:10]([CH3:13])[CH2:11][N:28]2[CH2:29][CH2:30][CH:25]([C:21]3[CH:20]=[C:19]([NH:18][C:16](=[O:17])[CH:15]([CH3:14])[CH3:31])[CH:24]=[CH:23][CH:22]=3)[CH2:26][CH2:27]2)=[CH:4][CH:3]=1. (3) Given the reactants [CH3:1][C:2]1[C:14]([OH:15])=[C:13]([CH3:16])[CH:12]=[C:11]2[C:3]=1[CH2:4][CH2:5][C:6]1([O:10]2)[CH2:9][CH2:8][CH2:7]1.[CH3:17][O:18]C(Cl)Cl.O, predict the reaction product. The product is: [OH:15][C:14]1[C:2]([CH3:1])=[C:3]2[C:11](=[C:12]([CH:17]=[O:18])[C:13]=1[CH3:16])[O:10][C:6]1([CH2:7][CH2:8][CH2:9]1)[CH2:5][CH2:4]2. (4) Given the reactants [NH2:1][C:2]1[CH:7]=[C:6]([Cl:8])[N:5]=[C:4](Cl)[N:3]=1.[CH3:10][N:11]1[CH:15]=[C:14]([NH2:16])[CH:13]=[N:12]1, predict the reaction product. The product is: [Cl:8][C:6]1[N:5]=[C:4]([NH:16][C:14]2[CH:13]=[N:12][N:11]([CH3:10])[CH:15]=2)[N:3]=[C:2]([NH2:1])[CH:7]=1. (5) Given the reactants [C:1]([N:3]1[C:11]2[CH:10]=[CH:9][C:8]([CH3:12])=[CH:7][C:6]=2[C:5]2[CH2:13][N:14]([CH3:17])[CH2:15][CH2:16][C:4]1=2)#[CH:2].[Br:18][C:19]1[CH:24]=[CH:23][C:22](Br)=[CH:21][N:20]=1.CCCC[N+](CCCC)(CCCC)CCCC.[F-:43], predict the reaction product. The product is: [Br:18][C:19]1[N:20]=[CH:21][C:22]([CH:2]=[C:1]([N:3]2[C:11]3[CH:10]=[CH:9][C:8]([CH3:12])=[CH:7][C:6]=3[C:5]3[CH2:13][N:14]([CH3:17])[CH2:15][CH2:16][C:4]2=3)[F:43])=[CH:23][CH:24]=1. (6) Given the reactants [O:1]=[S:2]1(=[O:57])[CH2:7][C@@H:6]2[CH2:8][C@H:3]1[CH2:4][N:5]2[CH2:9][CH2:10][NH:11][C@:12]12[CH2:53][CH2:52][C@@H:51]([C:54]([CH3:56])=[CH2:55])[C@@H:13]1[C@@H:14]1[C@@:27]([CH3:30])([CH2:28][CH2:29]2)[C@@:26]2([CH3:31])[C@@H:17]([C@:18]3([CH3:50])[C@@H:23]([CH2:24][CH2:25]2)[C:22]([CH3:33])([CH3:32])[C:21]([C:34]2[CH2:39][CH2:38][C@@H:37]([C:40]([O:42]CC4C=CC=CC=4)=[O:41])[CH2:36][CH:35]=2)=[CH:20][CH2:19]3)[CH2:16][CH2:15]1.[OH-].[Li+], predict the reaction product. The product is: [O:57]=[S:2]1(=[O:1])[CH2:7][C@@H:6]2[CH2:8][C@H:3]1[CH2:4][N:5]2[CH2:9][CH2:10][NH:11][C@:12]12[CH2:53][CH2:52][C@@H:51]([C:54]([CH3:56])=[CH2:55])[C@@H:13]1[C@@H:14]1[C@@:27]([CH3:30])([CH2:28][CH2:29]2)[C@@:26]2([CH3:31])[C@@H:17]([C@:18]3([CH3:50])[C@@H:23]([CH2:24][CH2:25]2)[C:22]([CH3:32])([CH3:33])[C:21]([C:34]2[CH2:39][CH2:38][C@@H:37]([C:40]([OH:42])=[O:41])[CH2:36][CH:35]=2)=[CH:20][CH2:19]3)[CH2:16][CH2:15]1.